Task: Predict the reaction yield, written as a fraction of the theoretical maximum amount of product (1.0 means a 100% yield; for example, 0.34 means a 34% yield).. Dataset: Reaction yield outcomes from USPTO patents with 853,638 reactions (1) The reactants are FC(F)(F)C(O)=O.[C:8]([O:12][C:13]([N:15]1[CH2:20][CH2:19][CH:18]([N:21]2[C:25]3=[N:26][CH:27]=[N:28][C:29]([O:30][C:31]4[C:32]([CH3:37])=[N:33][CH:34]=[CH:35][CH:36]=4)=[C:24]3[CH:23]=[N:22]2)[CH2:17][CH2:16]1)=[O:14])(C)([CH3:10])[CH3:9].ClC(OC(C)C)=O.C1(C)C=CC=CC=1.C(N(CC)CC)C. The catalyst is ClCCl.O. The product is [CH:8]([O:12][C:13]([N:15]1[CH2:16][CH2:17][CH:18]([N:21]2[C:25]3=[N:26][CH:27]=[N:28][C:29]([O:30][C:31]4[C:32]([CH3:37])=[N:33][CH:34]=[CH:35][CH:36]=4)=[C:24]3[CH:23]=[N:22]2)[CH2:19][CH2:20]1)=[O:14])([CH3:10])[CH3:9]. The yield is 1.00. (2) The reactants are [F:1][C:2]1[CH:7]=[C:6]([C:8]([F:11])([F:10])[F:9])[CH:5]=[CH:4][C:3]=1[C:12]1[N:17]=[CH:16][N:15]=[C:14]([NH:18][C:19]2[CH:20]=[C:21]3[C:25](=[CH:26][CH:27]=2)[NH:24][CH:23]=[CH:22]3)[C:13]=1[N+:28]([O-])=O. The catalyst is CO.C(Cl)(Cl)Cl.[Ni]. The product is [F:1][C:2]1[CH:7]=[C:6]([C:8]([F:10])([F:11])[F:9])[CH:5]=[CH:4][C:3]=1[C:12]1[N:17]=[CH:16][N:15]=[C:14]([NH:18][C:19]2[CH:20]=[C:21]3[C:25](=[CH:26][CH:27]=2)[NH:24][CH:23]=[CH:22]3)[C:13]=1[NH2:28]. The yield is 0.970. (3) The reactants are [Br:1][C:2]1[CH:3]=[CH:4][C:5]([Cl:12])=[C:6]([CH:11]=1)[O:7][CH2:8][CH:9]=O. The catalyst is C1C=CC=CC=1. The product is [Br:1][C:2]1[C:11]2[CH:9]=[CH:8][O:7][C:6]=2[C:5]([Cl:12])=[CH:4][CH:3]=1. The yield is 0.320.